Regression. Given a peptide amino acid sequence and an MHC pseudo amino acid sequence, predict their binding affinity value. This is MHC class II binding data. From a dataset of Peptide-MHC class II binding affinity with 134,281 pairs from IEDB. (1) The peptide sequence is TVKTDVLKDAKLIAD. The MHC is DRB1_0101 with pseudo-sequence DRB1_0101. The binding affinity (normalized) is 0.679. (2) The peptide sequence is AISFWFMCSNGSLQCRI. The MHC is DRB1_0101 with pseudo-sequence DRB1_0101. The binding affinity (normalized) is 0.222.